Dataset: Full USPTO retrosynthesis dataset with 1.9M reactions from patents (1976-2016). Task: Predict the reactants needed to synthesize the given product. (1) Given the product [Cl:12][C:7]1[CH:6]=[C:5]2[C:10]([CH:11]=[C:2]([C:13]#[N:14])[CH:3]=[N:4]2)=[CH:9][CH:8]=1, predict the reactants needed to synthesize it. The reactants are: Br[C:2]1[CH:3]=[N:4][C:5]2[C:10]([CH:11]=1)=[CH:9][CH:8]=[C:7]([Cl:12])[CH:6]=2.[C:13]([Cu])#[N:14].CN(C=O)C. (2) Given the product [C:1]([C:5]1[CH:11]=[C:10]([I:17])[CH:9]=[CH:8][C:6]=1[NH2:7])([CH3:4])([CH3:2])[CH3:3], predict the reactants needed to synthesize it. The reactants are: [C:1]([C:5]1[CH:11]=[CH:10][CH:9]=[CH:8][C:6]=1[NH2:7])([CH3:4])([CH3:3])[CH3:2].C(=O)(O)[O-].[Na+].[I:17]I. (3) The reactants are: [Br:1][C:2]1[C:3]2[N:4]([N:8]=[C:9]([NH2:11])[CH:10]=2)[CH:5]=[CH:6][CH:7]=1.CCN(CC)CC.[CH:19]1([C:22](Cl)=[O:23])[CH2:21][CH2:20]1. Given the product [Br:1][C:2]1[C:3]2[N:4]([N:8]=[C:9]([NH:11][C:22]([CH:19]3[CH2:21][CH2:20]3)=[O:23])[CH:10]=2)[CH:5]=[CH:6][CH:7]=1, predict the reactants needed to synthesize it. (4) Given the product [CH3:19][O:18][C:16]([C:15]1[C:14](=[O:20])[NH:1][C:2]2[C:3]([CH:4]=1)=[CH:6][C:7]([O:12][CH3:13])=[C:8]([O:10][CH3:11])[CH:9]=2)=[O:17], predict the reactants needed to synthesize it. The reactants are: [NH2:1][C:2]1[CH:9]=[C:8]([O:10][CH3:11])[C:7]([O:12][CH3:13])=[CH:6][C:3]=1[CH:4]=O.[C:14](OC)(=[O:20])[CH2:15][C:16]([O:18][CH3:19])=[O:17].N1CCCCC1.C(O)(=O)C.